From a dataset of Drug-induced liver injury (DILI) classification data. Regression/Classification. Given a drug SMILES string, predict its toxicity properties. Task type varies by dataset: regression for continuous values (e.g., LD50, hERG inhibition percentage) or binary classification for toxic/non-toxic outcomes (e.g., AMES mutagenicity, cardiotoxicity, hepatotoxicity). Dataset: dili. (1) The compound is COc1ccc(C2Sc3ccccc3N(CCN(C)C)C(=O)C2OC(C)=O)cc1. The result is 1 (causes liver injury). (2) The molecule is CC(=O)CC(c1ccc([N+](=O)[O-])cc1)c1c(O)oc2ccccc2c1=O. The result is 1 (causes liver injury). (3) The drug is NC(N)=NCCCC(N)C(=O)O. The result is 0 (no liver injury). (4) The molecule is CC[N+](C)(CC)CCOC(=O)C(O)(c1ccccc1)C1CCCCC1. The result is 0 (no liver injury). (5) The compound is CN(C)CCC(c1ccc(Cl)cc1)c1ccccn1. The result is 0 (no liver injury). (6) The result is 0 (no liver injury). The compound is CN(C)C(=O)Oc1ccc[n+](C)c1. (7) The compound is Nc1ccc(S(N)(=O)=O)cc1. The result is 1 (causes liver injury). (8) The molecule is CC(C)(C)NC(=O)C1CCC2C3CCC4NC(=O)C=CC4(C)C3CCC12C. The result is 0 (no liver injury). (9) The result is 1 (causes liver injury). The drug is CON=C(C(=O)NC1C(=O)N2C(C(=O)O)=C(CSc3nc(=O)c(=O)[nH]n3C)CSC12)c1csc(N)n1. (10) The compound is O=c1n(CCCN2CCN(c3cccc(Cl)c3)CC2)nc2ccccn12. The result is 1 (causes liver injury).